Task: Predict the reaction yield, written as a fraction of the theoretical maximum amount of product (1.0 means a 100% yield; for example, 0.34 means a 34% yield).. Dataset: Reaction yield outcomes from USPTO patents with 853,638 reactions (1) The reactants are [Cl:1][C:2]1[CH:3]=[C:4]2[C:8](=[C:9]([C:11]([OH:13])=O)[CH:10]=1)[NH:7][CH:6]=[CH:5]2.CN(C(ON1N=NC2C=CC=CC1=2)=[N+](C)C)C.[B-](F)(F)(F)F.C(N(CC)C(C)C)(C)C.[C:45]([C:49]1[CH:66]=[CH:65][C:52]([CH2:53][NH:54][CH2:55][CH:56]([C:58]2[CH:63]=[CH:62][C:61]([Cl:64])=[CH:60][CH:59]=2)[OH:57])=[CH:51][CH:50]=1)([CH3:48])([CH3:47])[CH3:46]. The catalyst is CN(C=O)C.O. The product is [C:45]([C:49]1[CH:66]=[CH:65][C:52]([CH2:53][N:54]([CH2:55][CH:56]([C:58]2[CH:59]=[CH:60][C:61]([Cl:64])=[CH:62][CH:63]=2)[OH:57])[C:11]([C:9]2[CH:10]=[C:2]([Cl:1])[CH:3]=[C:4]3[C:8]=2[NH:7][CH:6]=[CH:5]3)=[O:13])=[CH:51][CH:50]=1)([CH3:48])([CH3:46])[CH3:47]. The yield is 0.420. (2) The reactants are [OH:1][CH2:2][C@@H:3]1[CH2:8][CH2:7][CH2:6][N:5]([C:9]([O:11][C:12]([CH3:15])([CH3:14])[CH3:13])=[O:10])[CH2:4]1.[H-].[Na+].[CH3:18]I.O. The catalyst is CN(C)C=O. The product is [CH3:18][O:1][CH2:2][C@@H:3]1[CH2:8][CH2:7][CH2:6][N:5]([C:9]([O:11][C:12]([CH3:15])([CH3:14])[CH3:13])=[O:10])[CH2:4]1. The yield is 1.00. (3) The reactants are [C:1]([C:3]1[C:19]([CH2:20][CH3:21])=[CH:18][CH:17]=[CH:16][C:4]=1[O:5][C:6]1[CH:14]=[CH:13][C:9]([C:10]([OH:12])=O)=[CH:8][C:7]=1[CH3:15])#[N:2].Cl.C(N=C=NCCCN(C)C)C.ON1C2C=CC=CC=2N=N1.C(N(CC)CC)C.[NH2:51][CH2:52][C:53]1[C:54]([OH:61])=[N:55][C:56]([CH3:60])=[CH:57][C:58]=1[CH3:59]. The catalyst is ClCCl. The product is [C:1]([C:3]1[C:19]([CH2:20][CH3:21])=[CH:18][CH:17]=[CH:16][C:4]=1[O:5][C:6]1[CH:14]=[CH:13][C:9]([C:10]([NH:51][CH2:52][C:53]2[C:54]([OH:61])=[N:55][C:56]([CH3:60])=[CH:57][C:58]=2[CH3:59])=[O:12])=[CH:8][C:7]=1[CH3:15])#[N:2]. The yield is 0.410.